This data is from Reaction yield outcomes from USPTO patents with 853,638 reactions. The task is: Predict the reaction yield, written as a fraction of the theoretical maximum amount of product (1.0 means a 100% yield; for example, 0.34 means a 34% yield). (1) The reactants are [NH2:1][C:2]1[C:3]2[CH2:9][N:8]([C:10]([O:12][C:13]([CH3:16])([CH3:15])[CH3:14])=[O:11])[C:7]([CH3:18])([CH3:17])[C:4]=2[NH:5][N:6]=1.C(N(C(C)C)CC)(C)C.[CH3:28][Si:29]([CH3:36])([CH3:35])[CH2:30][CH2:31][O:32][CH2:33]Cl. No catalyst specified. The product is [NH2:1][C:2]1[C:3]2[CH2:9][N:8]([C:10]([O:12][C:13]([CH3:16])([CH3:15])[CH3:14])=[O:11])[C:7]([CH3:18])([CH3:17])[C:4]=2[N:5]([CH2:33][O:32][CH2:31][CH2:30][Si:29]([CH3:36])([CH3:35])[CH3:28])[N:6]=1. The yield is 0.180. (2) No catalyst specified. The yield is 0.820. The product is [CH3:1][O:2][C:3](=[O:12])[CH2:4][C:5]1[CH:10]=[CH:9][C:8]([O:11][CH2:16][CH2:15][CH2:14][Br:13])=[CH:7][CH:6]=1. The reactants are [CH3:1][O:2][C:3](=[O:12])[CH2:4][C:5]1[CH:10]=[CH:9][C:8]([OH:11])=[CH:7][CH:6]=1.[Br:13][CH2:14][CH2:15][CH2:16]Br.C(=O)([O-])[O-].[Cs+].[Cs+]. (3) The reactants are [Cl:1][C:2]1[N:7]=[C:6](Cl)[CH:5]=[CH:4][N:3]=1.[CH:9]1([CH2:12][NH2:13])[CH2:11][CH2:10]1.C(N(C(C)C)CC)(C)C. The catalyst is C(O)(C)C. The product is [Cl:1][C:2]1[N:7]=[C:6]([NH:13][CH2:12][CH:9]2[CH2:11][CH2:10]2)[CH:5]=[CH:4][N:3]=1. The yield is 0.650. (4) The yield is 0.930. The reactants are [C:1]([C:7]([O:9][CH3:10])=[O:8])#[C:2][C:3]([O:5][CH3:6])=[O:4].[F:11][C:12]1[C:18]([CH3:19])=[CH:17][CH:16]=[CH:15][C:13]=1[NH2:14]. The catalyst is CO. The product is [F:11][C:12]1[C:18]([CH3:19])=[CH:17][CH:16]=[CH:15][C:13]=1/[N:14]=[C:2](\[CH2:1][C:7]([O:9][CH3:10])=[O:8])/[C:3]([O:5][CH3:6])=[O:4].